Task: Predict the reaction yield, written as a fraction of the theoretical maximum amount of product (1.0 means a 100% yield; for example, 0.34 means a 34% yield).. Dataset: Reaction yield outcomes from USPTO patents with 853,638 reactions (1) The reactants are [OH:1][C@H:2]([C@@H:31]([NH:39][C:40](=[O:63])[C@@H:41]([N:46]1[CH2:50][CH2:49][N:48]([CH2:51][C:52]2[CH:57]=[CH:56][CH:55]=[C:54]([C:58]([OH:61])([CH3:60])[CH3:59])[N:53]=2)[C:47]1=[O:62])[C:42]([CH3:45])([CH3:44])[CH3:43])[CH2:32][C:33]1[CH:38]=[CH:37][CH:36]=[CH:35][CH:34]=1)[CH2:3][C@H:4]([NH:18][C:19]([C@@H:21]([NH:26][C:27](=[O:30])[O:28][CH3:29])[C:22]([CH3:25])([CH3:24])[CH3:23])=[O:20])[CH2:5][C:6]1[CH:11]=[CH:10][C:9]([C:12]2[CH:17]=[CH:16][CH:15]=[CH:14][N:13]=2)=[CH:8][CH:7]=1.C(N(CC)[P:67]([O:76][CH2:77][C:78]1[CH:83]=[CH:82][CH:81]=[CH:80][CH:79]=1)[O:68][CH2:69][C:70]1[CH:75]=[CH:74][CH:73]=[CH:72][CH:71]=1)C.N1C=NN=N1.ClC1C=CC=C(C(OO)=[O:99])C=1. The catalyst is O1CCCC1.C(OCC)(=O)C.ClCCl. The product is [P:67]([O:1][C@H:2]([C@@H:31]([NH:39][C:40](=[O:63])[C@@H:41]([N:46]1[CH2:50][CH2:49][N:48]([CH2:51][C:52]2[CH:57]=[CH:56][CH:55]=[C:54]([C:58]([OH:61])([CH3:60])[CH3:59])[N:53]=2)[C:47]1=[O:62])[C:42]([CH3:43])([CH3:44])[CH3:45])[CH2:32][C:33]1[CH:34]=[CH:35][CH:36]=[CH:37][CH:38]=1)[CH2:3][C@H:4]([NH:18][C:19](=[O:20])[C@H:21]([C:22]([CH3:25])([CH3:24])[CH3:23])[NH:26][C:27]([O:28][CH3:29])=[O:30])[CH2:5][C:6]1[CH:7]=[CH:8][C:9]([C:12]2[CH:17]=[CH:16][CH:15]=[CH:14][N:13]=2)=[CH:10][CH:11]=1)([O:68][CH2:69][C:70]1[CH:71]=[CH:72][CH:73]=[CH:74][CH:75]=1)([O:76][CH2:77][C:78]1[CH:79]=[CH:80][CH:81]=[CH:82][CH:83]=1)=[O:99]. The yield is 0.800. (2) The reactants are C([O:5][C:6]([CH2:8][N:9]1[CH:13]=[CH:12][N:11]=[C:10]1[S:14][C:15]1[CH:39]=[CH:38][C:18]([NH:19][C:20]2[C:29]3[C:24](=[CH:25][CH:26]=[CH:27][C:28]=3[O:30][CH:31]3[CH2:36][CH2:35][N:34]([CH3:37])[CH2:33][CH2:32]3)[N:23]=[CH:22][N:21]=2)=[CH:17][C:16]=1[Cl:40])=[O:7])(C)(C)C.[ClH:41]. The catalyst is O1CCOCC1. The product is [ClH:40].[ClH:41].[C:6]([CH2:8][N:9]1[CH:13]=[CH:12][N:11]=[C:10]1[S:14][C:15]1[CH:39]=[CH:38][C:18]([NH:19][C:20]2[C:29]3[C:24](=[CH:25][CH:26]=[CH:27][C:28]=3[O:30][CH:31]3[CH2:32][CH2:33][N:34]([CH3:37])[CH2:35][CH2:36]3)[N:23]=[CH:22][N:21]=2)=[CH:17][C:16]=1[Cl:40])([OH:7])=[O:5]. The yield is 0.950. (3) The yield is 0.730. The catalyst is CN(C=O)C. The reactants are [CH3:1][O:2][C:3]1[CH:8]=[CH:7][C:6]([C:9]2[S:13][C:12]([C:14](O)=[O:15])=[C:11]([NH:17][C:18]([NH:20][C:21]3[C:26]([CH3:27])=[CH:25][C:24]([CH3:28])=[CH:23][C:22]=3[CH3:29])=[O:19])[CH:10]=2)=[CH:5][CH:4]=1.CN(C(ON1N=NC2C=CC=NC1=2)=[N+](C)C)C.F[P-](F)(F)(F)(F)F.CCN(C(C)C)C(C)C.[NH:63]1[CH2:74][CH2:73][CH2:72][C@H:64]1[C:65]([O:67][C:68]([CH3:71])([CH3:70])[CH3:69])=[O:66]. The product is [CH3:1][O:2][C:3]1[CH:8]=[CH:7][C:6]([C:9]2[S:13][C:12]([C:14]([N:63]3[CH2:74][CH2:73][CH2:72][C@H:64]3[C:65]([O:67][C:68]([CH3:70])([CH3:71])[CH3:69])=[O:66])=[O:15])=[C:11]([NH:17][C:18]([NH:20][C:21]3[C:26]([CH3:27])=[CH:25][C:24]([CH3:28])=[CH:23][C:22]=3[CH3:29])=[O:19])[CH:10]=2)=[CH:5][CH:4]=1. (4) The reactants are [F:1][C@H:2]1[C@H:6]([CH2:7][NH:8][C:9]([O:11][CH2:12][C:13]2[CH:18]=[CH:17][CH:16]=[CH:15][CH:14]=2)=[O:10])[CH2:5][N:4](C(OC(C)(C)C)=O)[CH2:3]1.C(O)(C(F)(F)F)=O.CC[NH+](CC)CC.CC[NH+](CC)CC.C([O-])([O-])=O. The catalyst is C(Cl)Cl. The product is [F:1][C@H:2]1[CH2:3][NH:4][CH2:5][C@H:6]1[CH2:7][NH:8][C:9](=[O:10])[O:11][CH2:12][C:13]1[CH:18]=[CH:17][CH:16]=[CH:15][CH:14]=1. The yield is 0.750. (5) The reactants are [Cl:1][C:2]1[NH:6][C:5]2[CH:7]=[C:8]([F:12])[C:9]([F:11])=[CH:10][C:4]=2[N:3]=1.[Cl:13][C:14]1[N:19]=[C:18](Cl)[N:17]=[C:16]([CH3:21])[N:15]=1.C(N(CC)C(C)C)(C)C. The catalyst is O1CCOCC1. The product is [Cl:1][C:2]1[N:3]([C:18]2[N:19]=[C:14]([Cl:13])[N:15]=[C:16]([CH3:21])[N:17]=2)[C:4]2[CH:10]=[C:9]([F:11])[C:8]([F:12])=[CH:7][C:5]=2[N:6]=1. The yield is 0.350. (6) The reactants are FC(F)(F)S(O[C:7]1[C:12]2[N:13]([CH:21]3[CH2:25][CH2:24][CH2:23][CH2:22]3)[C:14]3[N:15]=[C:16]([NH2:20])[N:17]=[CH:18][C:19]=3[C:11]=2[CH:10]=[CH:9][N:8]=1)(=O)=O.[CH2:28]1COCC1.C[Mg]Br. The catalyst is CN1CCCC1=O. The product is [CH:21]1([N:13]2[C:14]3[N:15]=[C:16]([NH2:20])[N:17]=[CH:18][C:19]=3[C:11]3[CH:10]=[CH:9][N:8]=[C:7]([CH3:28])[C:12]2=3)[CH2:25][CH2:24][CH2:23][CH2:22]1. The yield is 0.540. (7) The reactants are Cl[C:2]1[CH:7]=[C:6]([N:8]2[CH2:13][CH2:12][N:11]([C:14]([O:16][C:17]([CH3:20])([CH3:19])[CH3:18])=[O:15])[CH2:10][CH2:9]2)[N:5]=[C:4]2[CH2:21][CH2:22][CH2:23][C:3]=12.[NH2:24][C:25]1[CH:30]=[CH:29][C:28]([CH2:31][CH2:32][OH:33])=[CH:27][CH:26]=1. No catalyst specified. The product is [OH:33][CH2:32][CH2:31][C:28]1[CH:29]=[CH:30][C:25]([NH:24][C:2]2[CH:7]=[C:6]([N:8]3[CH2:13][CH2:12][N:11]([C:14]([O:16][C:17]([CH3:20])([CH3:19])[CH3:18])=[O:15])[CH2:10][CH2:9]3)[N:5]=[C:4]3[CH2:21][CH2:22][CH2:23][C:3]=23)=[CH:26][CH:27]=1. The yield is 0.400.